From a dataset of Forward reaction prediction with 1.9M reactions from USPTO patents (1976-2016). Predict the product of the given reaction. (1) Given the reactants [C:1]([N:8]1[CH2:11][CH:10]([C:12]([OH:14])=O)[CH2:9]1)([O:3][C:4]([CH3:7])([CH3:6])[CH3:5])=[O:2].C(N1C=CN=C1)(N1C=CN=C1)=O.[CH2:27]([NH2:34])[C:28]1[CH:33]=[CH:32][CH:31]=[CH:30][CH:29]=1, predict the reaction product. The product is: [C:4]([O:3][C:1]([N:8]1[CH2:9][CH:10]([C:12](=[O:14])[NH:34][CH2:27][C:28]2[CH:33]=[CH:32][CH:31]=[CH:30][CH:29]=2)[CH2:11]1)=[O:2])([CH3:5])([CH3:6])[CH3:7]. (2) Given the reactants [OH-].[CH3:2][C:3]1[CH:8]=[CH:7][CH:6]=[C:5]([CH3:9])[C:4]=1[NH:10][C:11](=[O:25])[CH2:12][N+:13]([CH2:23][CH3:24])([CH2:21][CH3:22])[CH2:14][C:15]1[CH:20]=[CH:19][CH:18]=[CH:17][CH:16]=1.[C:26]([OH:34])(=[O:33])[C:27]1[CH:32]=[CH:31][CH:30]=[CH:29][CH:28]=1, predict the reaction product. The product is: [CH3:24][CH2:23][N+:13]([CH2:12][C:11]([NH:10][C:4]1[C:3]([CH3:2])=[CH:8][CH:7]=[CH:6][C:5]=1[CH3:9])=[O:25])([CH2:14][C:15]1[CH:16]=[CH:17][CH:18]=[CH:19][CH:20]=1)[CH2:21][CH3:22].[CH:30]1[CH:29]=[CH:28][C:27]([C:26]([O-:34])=[O:33])=[CH:32][CH:31]=1. (3) Given the reactants Br[CH2:2][CH2:3][CH2:4][O:5][C:6]1[CH:11]=[CH:10][C:9]([C:12]2([C:18]#[N:19])[CH2:17][CH2:16][CH2:15][CH2:14][CH2:13]2)=[CH:8][CH:7]=1.ClCCCOC1C=CC(C2(C#N)CCCCC2)=CC=1.C(N(CC)C(C)C)(C)C.[CH3:48][O:49][C@H:50]1[CH2:54][CH2:53][NH:52][CH2:51]1, predict the reaction product. The product is: [CH3:48][O:49][C@H:50]1[CH2:54][CH2:53][N:52]([CH2:2][CH2:3][CH2:4][O:5][C:6]2[CH:11]=[CH:10][C:9]([C:12]3([C:18]#[N:19])[CH2:17][CH2:16][CH2:15][CH2:14][CH2:13]3)=[CH:8][CH:7]=2)[CH2:51]1. (4) The product is: [CH2:29]([O:36][Si:18]([C:20]([CH3:23])([CH3:22])[CH3:21])([C:14]([CH3:17])([CH3:16])[CH3:15])[CH2:3][C:4]([O:6][CH2:7][C:8]1[CH:13]=[CH:12][CH:11]=[CH:10][CH:9]=1)=[O:5])[C:30]1[CH:35]=[CH:34][CH:33]=[CH:32][CH:31]=1.[C:14]([Si:18]([C:20]([CH3:23])([CH3:22])[CH3:21])([OH:38])[CH2:3][C:4]([O:6][CH2:7][C:8]1[CH:13]=[CH:12][CH:11]=[CH:10][CH:9]=1)=[O:5])([CH3:17])([CH3:16])[CH3:15]. Given the reactants [N+](=[CH:3][C:4]([O:6][CH2:7][C:8]1[CH:13]=[CH:12][CH:11]=[CH:10][CH:9]=1)=[O:5])=[N-].[C:14]([SiH:18]([C:20]([CH3:23])([CH3:22])[CH3:21])Cl)([CH3:17])([CH3:16])[CH3:15].N1C=CN=C1.[CH2:29]([OH:36])[C:30]1[CH:35]=[CH:34][CH:33]=[CH:32][CH:31]=1.C([O-])(O)=[O:38].[Na+], predict the reaction product. (5) Given the reactants Br[C:2]1[CH:7]=[CH:6][CH:5]=[CH:4][C:3]=1[CH:8]([OH:10])[CH3:9].C([Li])CCC.[O:16]=[C:17]1[CH2:22][CH2:21][N:20]([C:23]([O:25][CH2:26][CH3:27])=[O:24])[CH2:19][CH2:18]1, predict the reaction product. The product is: [OH:16][C:17]1([C:2]2[CH:7]=[CH:6][CH:5]=[CH:4][C:3]=2[CH:8]([OH:10])[CH3:9])[CH2:18][CH2:19][N:20]([C:23]([O:25][CH2:26][CH3:27])=[O:24])[CH2:21][CH2:22]1. (6) Given the reactants Cl[C:2]1[C:11]2[NH:10][C:9]([C:12]([OH:14])=[O:13])=[CH:8][C:7](=[O:15])[C:6]=2[C:5]([C:16]([OH:18])=[O:17])=[CH:4][CH:3]=1, predict the reaction product. The product is: [O:15]=[C:7]1[C:6]2[C:5]([C:16]([OH:18])=[O:17])=[CH:4][CH:3]=[CH:2][C:11]=2[NH:10][C:9]([C:12]([OH:14])=[O:13])=[CH:8]1. (7) Given the reactants [CH3:1][C@H:2]1[CH2:7][CH2:6][CH2:5][CH2:4][C@H:3]1[OH:8].[CH3:9][S:10](Cl)(=[O:12])=[O:11].O, predict the reaction product. The product is: [CH3:9][S:10]([O:8][C@@H:3]1[CH2:4][CH2:5][CH2:6][CH2:7][C@@H:2]1[CH3:1])(=[O:12])=[O:11]. (8) Given the reactants [CH2:1]([O:8][C@H:9]1[C@H:14]([O:15][CH2:16][C:17]2[CH:22]=[CH:21][CH:20]=[CH:19][CH:18]=2)[C@@H:13]([O:23][CH2:24][C:25]2[CH:30]=[CH:29][CH:28]=[CH:27][CH:26]=2)[C:12]([C:33]2[CH:38]=[CH:37][C:36]([CH3:39])=[C:35]([CH2:40][C:41]3[CH:50]=[CH:49][C:44]4[O:45][CH2:46][CH2:47][O:48][C:43]=4[CH:42]=3)[CH:34]=2)([O:31][CH3:32])[O:11][C@@H:10]1[CH:51]=[O:52])[C:2]1[CH:7]=[CH:6][CH:5]=[CH:4][CH:3]=1.[CH2:53]=[O:54].[OH-].[K+], predict the reaction product. The product is: [CH2:1]([O:8][C@H:9]1[C@H:14]([O:15][CH2:16][C:17]2[CH:22]=[CH:21][CH:20]=[CH:19][CH:18]=2)[C@@H:13]([O:23][CH2:24][C:25]2[CH:26]=[CH:27][CH:28]=[CH:29][CH:30]=2)[C:12]([C:33]2[CH:38]=[CH:37][C:36]([CH3:39])=[C:35]([CH2:40][C:41]3[CH:50]=[CH:49][C:44]4[O:45][CH2:46][CH2:47][O:48][C:43]=4[CH:42]=3)[CH:34]=2)([O:31][CH3:32])[O:11][C:10]1([CH2:53][OH:54])[CH2:51][OH:52])[C:2]1[CH:3]=[CH:4][CH:5]=[CH:6][CH:7]=1.